This data is from Forward reaction prediction with 1.9M reactions from USPTO patents (1976-2016). The task is: Predict the product of the given reaction. Given the reactants [CH3:1][N:2]1[CH:6]=[C:5]([CH2:7][C:8]([O-:10])=[O:9])[C:4]([O:11][CH2:12][C:13]2[CH:18]=[CH:17][C:16]([O:19][CH2:20][CH2:21][C:22]3[N:23]=[C:24]([C:28]4[CH:33]=[CH:32][CH:31]=[CH:30][CH:29]=4)[O:25][C:26]=3[CH3:27])=[CH:15][CH:14]=2)=[N:3]1.[OH-].[Na+].O1CCCC1.Cl, predict the reaction product. The product is: [CH3:1][N:2]1[CH:6]=[C:5]([CH2:7][C:8]([OH:10])=[O:9])[C:4]([O:11][CH2:12][C:13]2[CH:14]=[CH:15][C:16]([O:19][CH2:20][CH2:21][C:22]3[N:23]=[C:24]([C:28]4[CH:29]=[CH:30][CH:31]=[CH:32][CH:33]=4)[O:25][C:26]=3[CH3:27])=[CH:17][CH:18]=2)=[N:3]1.